Dataset: Aqueous solubility values for 9,982 compounds from the AqSolDB database. Task: Regression/Classification. Given a drug SMILES string, predict its absorption, distribution, metabolism, or excretion properties. Task type varies by dataset: regression for continuous measurements (e.g., permeability, clearance, half-life) or binary classification for categorical outcomes (e.g., BBB penetration, CYP inhibition). For this dataset (solubility_aqsoldb), we predict Y. (1) The drug is CCN(CC)C(=O)/C(C#N)=C\c1cc(OC(=O)NC(C)(C)C)c(O)c([N+](=O)[O-])c1. The Y is -3.53 log mol/L. (2) The compound is O=C(O)/C=C\C=C/C(=O)O. The Y is -2.85 log mol/L.